The task is: Predict which catalyst facilitates the given reaction.. This data is from Catalyst prediction with 721,799 reactions and 888 catalyst types from USPTO. (1) The catalyst class is: 12. Product: [CH3:34][N:30]1[C:31]2[C:27](=[CH:26][C:25]([B:15]3[O:16][C:17]([CH3:22])([CH3:23])[C:18]([CH3:20])([CH3:21])[O:19]3)=[CH:33][CH:32]=2)[C:28]([CH3:35])=[N:29]1. Reactant: C([O-])(=O)C.[K+].[B:15]1([B:15]2[O:19][C:18]([CH3:21])([CH3:20])[C:17]([CH3:23])([CH3:22])[O:16]2)[O:19][C:18]([CH3:21])([CH3:20])[C:17]([CH3:23])([CH3:22])[O:16]1.Br[C:25]1[CH:26]=[C:27]2[C:31](=[CH:32][CH:33]=1)[N:30]([CH3:34])[N:29]=[C:28]2[CH3:35].CCOC(C)=O.O. (2) Reactant: ClC1N=CN=C(C(NC2C=CC(S(NCC(OC)=O)(=O)=O)=CC=2C)=O)C=1.C(NC(C)C)(C)C.C1(CNCCC)CC1.[CH:42]1([CH2:45][N:46]([CH2:72][CH2:73][CH3:74])[C:47]2[N:52]=[CH:51][N:50]=[C:49]([C:53]([NH:55][C:56]3[CH:61]=[CH:60][C:59]([S:62]([NH:65][CH2:66][C:67]([O:69]C)=[O:68])(=[O:64])=[O:63])=[CH:58][C:57]=3[CH3:71])=[O:54])[CH:48]=2)[CH2:44][CH2:43]1.C1(CN(CCC)C2N=CN=C(C(NC3C=CC(S(NCC(OCC)=O)(=O)=O)=CC=3C)=O)C=2)CC1. Product: [CH:42]1([CH2:45][N:46]([CH2:72][CH2:73][CH3:74])[C:47]2[N:52]=[CH:51][N:50]=[C:49]([C:53]([NH:55][C:56]3[CH:61]=[CH:60][C:59]([S:62]([NH:65][CH2:66][C:67]([OH:69])=[O:68])(=[O:63])=[O:64])=[CH:58][C:57]=3[CH3:71])=[O:54])[CH:48]=2)[CH2:44][CH2:43]1. The catalyst class is: 8.